From a dataset of Forward reaction prediction with 1.9M reactions from USPTO patents (1976-2016). Predict the product of the given reaction. (1) Given the reactants Br[CH2:2][C:3]([C:5]1[CH:10]=[CH:9][CH:8]=[CH:7][N:6]=1)=O.[CH3:11][C:12]1[CH:24]=[CH:23][C:15]2[N:16]=[C:17]([NH:19][C:20]([NH2:22])=[S:21])[S:18][C:14]=2[CH:13]=1, predict the reaction product. The product is: [CH3:11][C:12]1[CH:24]=[CH:23][C:15]2[N:16]=[C:17]([NH:19][C:20]3[S:21][CH:2]=[C:3]([C:5]4[CH:10]=[CH:9][CH:8]=[CH:7][N:6]=4)[N:22]=3)[S:18][C:14]=2[CH:13]=1. (2) Given the reactants [Br:1][C:2]1[CH:8]=[C:7]([CH3:9])[CH:6]=[CH:5][C:3]=1[NH2:4].B(Cl)(Cl)Cl.C(Cl)Cl.Cl[CH2:18][C:19]#N.[Cl-].[Al+3].[Cl-].[Cl-].[BH4-].[Na+], predict the reaction product. The product is: [CH3:9][C:7]1[CH:6]=[C:5]2[C:3](=[C:2]([Br:1])[CH:8]=1)[NH:4][CH:19]=[CH:18]2. (3) Given the reactants [CH3:1][C:2]1[CH:7]=[CH:6][C:5]([C:8]2[N:12]=[C:11]([CH:13]3[CH2:16][C:15](=[O:17])[CH2:14]3)[O:10][N:9]=2)=[CH:4][C:3]=1[NH:18][C:19]([C:21]1[N:25]2[CH:26]=[CH:27][CH:28]=[CH:29][C:24]2=[N:23][CH:22]=1)=[O:20].[F:30][C:31]([Si](C)(C)C)([F:33])[F:32].CCCC[N+](CCCC)(CCCC)CCCC.[F-], predict the reaction product. The product is: [OH:17][C:15]1([C:31]([F:33])([F:32])[F:30])[CH2:16][CH:13]([C:11]2[O:10][N:9]=[C:8]([C:5]3[CH:6]=[CH:7][C:2]([CH3:1])=[C:3]([NH:18][C:19]([C:21]4[N:25]5[CH:26]=[CH:27][CH:28]=[CH:29][C:24]5=[N:23][CH:22]=4)=[O:20])[CH:4]=3)[N:12]=2)[CH2:14]1. (4) Given the reactants COCCCO[C:7]1[CH:8]=[C:9]([CH:18]=[CH:19][C:20]=1C)[C:10]([O:12][CH2:13][CH2:14][CH2:15][O:16][CH3:17])=O.[H-].[Al+3].[Li+].[H-].[H-].[H-].[OH-].[Na+].Cl.[O:31]1CCC[CH2:32]1, predict the reaction product. The product is: [CH3:17][O:16][CH2:15][CH2:14][CH2:13][O:12][CH2:10][C:9]1[CH:8]=[C:7]([CH2:32][OH:31])[CH:20]=[CH:19][CH:18]=1. (5) Given the reactants [CH3:1][N:2]1[C:6]([C:7]2[C:16]3[C:11](=[CH:12][CH:13]=[CH:14][CH:15]=3)[C:10]([N:17]3[CH2:22][CH2:21][CH:20]([NH:23]C(=O)OC(C)(C)C)[CH2:19][CH2:18]3)=[N:9][N:8]=2)=[CH:5][CH:4]=[N:3]1.FC(F)(F)C(O)=O, predict the reaction product. The product is: [CH3:1][N:2]1[C:6]([C:7]2[C:16]3[C:11](=[CH:12][CH:13]=[CH:14][CH:15]=3)[C:10]([N:17]3[CH2:22][CH2:21][CH:20]([NH2:23])[CH2:19][CH2:18]3)=[N:9][N:8]=2)=[CH:5][CH:4]=[N:3]1. (6) Given the reactants [C:1](Cl)(=O)[CH3:2].[OH:5]/[N:6]=[C:7](\[NH2:34])/[C:8]1[CH:13]=[CH:12][C:11]([CH:14]2[CH2:19][CH2:18][N:17]([C:20](=[O:33])[C:21]3[CH:26]=[CH:25][C:24]([CH3:27])=[C:23]([NH:28][S:29]([CH3:32])(=[O:31])=[O:30])[CH:22]=3)[CH2:16][CH2:15]2)=[CH:10][CH:9]=1, predict the reaction product. The product is: [CH3:27][C:24]1[CH:25]=[CH:26][C:21]([C:20]([N:17]2[CH2:16][CH2:15][CH:14]([C:11]3[CH:12]=[CH:13][C:8]([C:7]4[N:34]=[C:1]([CH3:2])[O:5][N:6]=4)=[CH:9][CH:10]=3)[CH2:19][CH2:18]2)=[O:33])=[CH:22][C:23]=1[NH:28][S:29]([CH3:32])(=[O:31])=[O:30]. (7) The product is: [C:23]([NH:31][C:32]1[CH:33]=[C:34]([CH:38]=[CH:39][N:40]=1)[C:35]([NH:22][CH2:21][C:16]1[CH:15]=[C:14]([Cl:13])[CH:19]=[C:18]([Cl:20])[CH:17]=1)=[O:36])(=[O:30])[C:24]1[CH:25]=[CH:26][CH:27]=[CH:28][CH:29]=1. Given the reactants FC(F)(F)C1C=CC(CN)=CC=1.[Cl:13][C:14]1[CH:15]=[C:16]([CH2:21][NH2:22])[CH:17]=[C:18]([Cl:20])[CH:19]=1.[C:23]([NH:31][C:32]1[CH:33]=[C:34]([CH:38]=[CH:39][N:40]=1)[C:35](O)=[O:36])(=[O:30])[C:24]1[CH:29]=[CH:28][CH:27]=[CH:26][CH:25]=1, predict the reaction product. (8) The product is: [CH2:1]([CH:3]([N:6]1[CH:10]=[C:9]([NH:11][C:12](=[O:18])[CH:13]([NH:17][C:21](=[O:22])[CH:20]([OH:19])[C:24]([CH3:27])([CH3:26])[CH3:25])[CH2:14][CH2:15][CH3:16])[N:8]=[CH:7]1)[CH2:4][CH3:5])[CH3:2]. Given the reactants [CH2:1]([CH:3]([N:6]1[CH:10]=[C:9]([NH:11][C:12](=[O:18])[CH:13]([NH2:17])[CH2:14][CH2:15][CH3:16])[N:8]=[CH:7]1)[CH2:4][CH3:5])[CH3:2].[OH:19][C@@H:20]([C:24]([CH3:27])([CH3:26])[CH3:25])[C:21](O)=[O:22], predict the reaction product.